From a dataset of NCI-60 drug combinations with 297,098 pairs across 59 cell lines. Regression. Given two drug SMILES strings and cell line genomic features, predict the synergy score measuring deviation from expected non-interaction effect. (1) Cell line: SK-MEL-28. Drug 2: CC1=C(N=C(N=C1N)C(CC(=O)N)NCC(C(=O)N)N)C(=O)NC(C(C2=CN=CN2)OC3C(C(C(C(O3)CO)O)O)OC4C(C(C(C(O4)CO)O)OC(=O)N)O)C(=O)NC(C)C(C(C)C(=O)NC(C(C)O)C(=O)NCCC5=NC(=CS5)C6=NC(=CS6)C(=O)NCCC[S+](C)C)O. Synergy scores: CSS=16.7, Synergy_ZIP=-4.33, Synergy_Bliss=2.09, Synergy_Loewe=0.548, Synergy_HSA=1.04. Drug 1: C1=C(C(=O)NC(=O)N1)N(CCCl)CCCl. (2) Drug 1: CC1C(C(CC(O1)OC2CC(CC3=C2C(=C4C(=C3O)C(=O)C5=C(C4=O)C(=CC=C5)OC)O)(C(=O)CO)O)N)O.Cl. Drug 2: CCC1(C2=C(COC1=O)C(=O)N3CC4=CC5=C(C=CC(=C5CN(C)C)O)N=C4C3=C2)O.Cl. Cell line: CAKI-1. Synergy scores: CSS=19.7, Synergy_ZIP=-9.61, Synergy_Bliss=-0.887, Synergy_Loewe=-7.11, Synergy_HSA=-2.35. (3) Drug 1: CC1=C2C(C(=O)C3(C(CC4C(C3C(C(C2(C)C)(CC1OC(=O)C(C(C5=CC=CC=C5)NC(=O)OC(C)(C)C)O)O)OC(=O)C6=CC=CC=C6)(CO4)OC(=O)C)OC)C)OC. Drug 2: CC1C(C(CC(O1)OC2CC(CC3=C2C(=C4C(=C3O)C(=O)C5=C(C4=O)C(=CC=C5)OC)O)(C(=O)C)O)N)O.Cl. Cell line: HCT116. Synergy scores: CSS=73.2, Synergy_ZIP=7.28, Synergy_Bliss=8.69, Synergy_Loewe=5.24, Synergy_HSA=13.0. (4) Drug 1: C1CC(C1)(C(=O)O)C(=O)O.[NH2-].[NH2-].[Pt+2]. Drug 2: C1=NC(=NC(=O)N1C2C(C(C(O2)CO)O)O)N. Cell line: SF-295. Synergy scores: CSS=10.5, Synergy_ZIP=-3.01, Synergy_Bliss=-1.46, Synergy_Loewe=-19.3, Synergy_HSA=-0.772.